From a dataset of Full USPTO retrosynthesis dataset with 1.9M reactions from patents (1976-2016). Predict the reactants needed to synthesize the given product. The reactants are: [H-].[Al+3].[Li+].[H-].[H-].[H-].C[O:8][C:9](=O)[C:10]1[CH:15]=[CH:14][C:13]([C:16]2[CH:20]=[C:19]([CH3:21])[S:18][C:17]=2[S:22](=[O:38])(=[O:37])[N:23]([C:30]2[O:34][N:33]=[C:32]([CH3:35])[C:31]=2[CH3:36])[CH2:24][O:25][CH2:26][CH2:27][O:28][CH3:29])=[C:12]([CH2:39][O:40][CH2:41][CH3:42])[CH:11]=1.[OH-].[Na+]. Given the product [CH3:35][C:32]1[C:31]([CH3:36])=[C:30]([N:23]([CH2:24][O:25][CH2:26][CH2:27][O:28][CH3:29])[S:22]([C:17]2[S:18][C:19]([CH3:21])=[CH:20][C:16]=2[C:13]2[CH:14]=[CH:15][C:10]([CH2:9][OH:8])=[CH:11][C:12]=2[CH2:39][O:40][CH2:41][CH3:42])(=[O:38])=[O:37])[O:34][N:33]=1, predict the reactants needed to synthesize it.